From a dataset of Reaction yield outcomes from USPTO patents with 853,638 reactions. Predict the reaction yield, written as a fraction of the theoretical maximum amount of product (1.0 means a 100% yield; for example, 0.34 means a 34% yield). The reactants are [Br:1][C:2]1[CH:3]=[C:4]([C:8]([OH:10])=[O:9])[O:5][C:6]=1[Br:7].Cl[CH2:12]Cl.C(Cl)(=O)C(Cl)=O.C(N(CC)CC)C. The catalyst is CO.CN(C)C=O. The product is [Br:1][C:2]1[CH:3]=[C:4]([C:8]([O:10][CH3:12])=[O:9])[O:5][C:6]=1[Br:7]. The yield is 0.880.